This data is from Peptide-MHC class II binding affinity with 134,281 pairs from IEDB. The task is: Regression. Given a peptide amino acid sequence and an MHC pseudo amino acid sequence, predict their binding affinity value. This is MHC class II binding data. (1) The binding affinity (normalized) is 1.00. The peptide sequence is YDKFLANVSTVLTGG. The MHC is DRB3_0202 with pseudo-sequence DRB3_0202. (2) The peptide sequence is CRKELAAVSVDCSEY. The MHC is HLA-DPA10301-DPB10402 with pseudo-sequence HLA-DPA10301-DPB10402. The binding affinity (normalized) is 0.193. (3) The peptide sequence is LKLTSGKIASCLNDN. The MHC is HLA-DQA10401-DQB10402 with pseudo-sequence HLA-DQA10401-DQB10402. The binding affinity (normalized) is 0.0994. (4) The peptide sequence is VLRTKLMSTRRVLER. The MHC is DRB5_0101 with pseudo-sequence DRB5_0101. The binding affinity (normalized) is 0.812. (5) The peptide sequence is MNVSIPHSFTMTLK. The binding affinity (normalized) is 0.355. The MHC is DRB1_0802 with pseudo-sequence DRB1_0802.